This data is from NCI-60 drug combinations with 297,098 pairs across 59 cell lines. The task is: Regression. Given two drug SMILES strings and cell line genomic features, predict the synergy score measuring deviation from expected non-interaction effect. (1) Synergy scores: CSS=35.6, Synergy_ZIP=7.80, Synergy_Bliss=10.8, Synergy_Loewe=-40.4, Synergy_HSA=8.43. Drug 1: CC=C1C(=O)NC(C(=O)OC2CC(=O)NC(C(=O)NC(CSSCCC=C2)C(=O)N1)C(C)C)C(C)C. Cell line: NCIH23. Drug 2: CN(C(=O)NC(C=O)C(C(C(CO)O)O)O)N=O. (2) Drug 1: C1CCC(CC1)NC(=O)N(CCCl)N=O. Drug 2: C1C(C(OC1N2C=C(C(=O)NC2=O)F)CO)O. Cell line: DU-145. Synergy scores: CSS=49.4, Synergy_ZIP=1.77, Synergy_Bliss=0.694, Synergy_Loewe=-19.6, Synergy_HSA=2.08. (3) Drug 1: C1=CC(=CC=C1C#N)C(C2=CC=C(C=C2)C#N)N3C=NC=N3. Drug 2: CC1=C(C=C(C=C1)NC(=O)C2=CC=C(C=C2)CN3CCN(CC3)C)NC4=NC=CC(=N4)C5=CN=CC=C5. Cell line: CAKI-1. Synergy scores: CSS=-6.83, Synergy_ZIP=2.69, Synergy_Bliss=-0.563, Synergy_Loewe=-7.04, Synergy_HSA=-6.46. (4) Drug 1: CC=C1C(=O)NC(C(=O)OC2CC(=O)NC(C(=O)NC(CSSCCC=C2)C(=O)N1)C(C)C)C(C)C. Drug 2: C1CN(P(=O)(OC1)NCCCl)CCCl. Cell line: MDA-MB-435. Synergy scores: CSS=-3.76, Synergy_ZIP=-2.00, Synergy_Bliss=-7.06, Synergy_Loewe=-5.67, Synergy_HSA=-5.74. (5) Drug 1: C1=NC(=NC(=O)N1C2C(C(C(O2)CO)O)O)N. Drug 2: CCN(CC)CCCC(C)NC1=C2C=C(C=CC2=NC3=C1C=CC(=C3)Cl)OC. Cell line: SN12C. Synergy scores: CSS=17.4, Synergy_ZIP=-2.34, Synergy_Bliss=7.06, Synergy_Loewe=-2.33, Synergy_HSA=1.86. (6) Drug 1: CC12CCC3C(C1CCC2=O)CC(=C)C4=CC(=O)C=CC34C. Drug 2: C1=CC=C(C=C1)NC(=O)CCCCCCC(=O)NO. Cell line: SNB-19. Synergy scores: CSS=36.5, Synergy_ZIP=-0.843, Synergy_Bliss=-0.288, Synergy_Loewe=-0.107, Synergy_HSA=-0.121. (7) Drug 1: CC12CCC3C(C1CCC2=O)CC(=C)C4=CC(=O)C=CC34C. Drug 2: C1=NC2=C(N1)C(=S)N=CN2. Cell line: HOP-92. Synergy scores: CSS=8.65, Synergy_ZIP=-10.4, Synergy_Bliss=-18.4, Synergy_Loewe=-18.3, Synergy_HSA=-16.6.